Dataset: Catalyst prediction with 721,799 reactions and 888 catalyst types from USPTO. Task: Predict which catalyst facilitates the given reaction. Reactant: [C:1]([C:4]1[CH:18]=[CH:17][C:7]([C:8]([NH:10][CH2:11][CH2:12][C:13]([F:16])([F:15])[F:14])=[O:9])=[CH:6][CH:5]=1)(=O)[CH3:2].[C:19]([NH2:22])(=[O:21])[CH3:20].S(NN)(C1C=CC(C)=CC=1)(=O)=O. Product: [CH3:20][C:19]1[O:21][CH:2]=[C:1]([C:4]2[CH:18]=[CH:17][C:7]([C:8]([NH:10][CH2:11][CH2:12][C:13]([F:16])([F:15])[F:14])=[O:9])=[CH:6][CH:5]=2)[N:22]=1. The catalyst class is: 11.